Dataset: Catalyst prediction with 721,799 reactions and 888 catalyst types from USPTO. Task: Predict which catalyst facilitates the given reaction. (1) Reactant: CN(C(ON1N=NC2C=CC=CC1=2)=[N+](C)C)C.F[P-](F)(F)(F)(F)F.Cl.[CH3:26][S:27]([C:30]1[CH:31]=[CH:32][C:33]([CH2:36][NH2:37])=[N:34][CH:35]=1)(=[O:29])=[O:28].[CH3:38][C:39]1[N:44]([C:45]2[CH:50]=[CH:49][CH:48]=[C:47]([C:51]([F:54])([F:53])[F:52])[CH:46]=2)[C:43](=[O:55])[C:42]([C:56](O)=[O:57])=[CH:41][C:40]=1[C:59]1[N:60]([CH3:64])[N:61]=[CH:62][CH:63]=1.CC(N(C)C)=O. Product: [CH3:38][C:39]1[N:44]([C:45]2[CH:50]=[CH:49][CH:48]=[C:47]([C:51]([F:54])([F:52])[F:53])[CH:46]=2)[C:43](=[O:55])[C:42]([C:56]([NH:37][CH2:36][C:33]2[CH:32]=[CH:31][C:30]([S:27]([CH3:26])(=[O:29])=[O:28])=[CH:35][N:34]=2)=[O:57])=[CH:41][C:40]=1[C:59]1[N:60]([CH3:64])[N:61]=[CH:62][CH:63]=1. The catalyst class is: 37. (2) The catalyst class is: 7. Product: [Cl:34][CH2:33][CH2:32][CH2:31][CH:10]1[S:9](=[O:19])(=[O:18])[N:8]([C:3]2[CH:4]=[CH:5][CH:6]=[CH:7][C:2]=2[F:1])[C:13]2[CH:14]=[CH:15][CH:16]=[CH:17][C:12]=2[CH2:11]1. Reactant: [F:1][C:2]1[CH:7]=[CH:6][CH:5]=[CH:4][C:3]=1[N:8]1[C:13]2[CH:14]=[CH:15][CH:16]=[CH:17][C:12]=2[CH2:11][CH2:10][S:9]1(=[O:19])=[O:18].C[Si](C)(C)[N-][Si](C)(C)C.[Li+].Br[CH2:31][CH2:32][CH2:33][Cl:34]. (3) Reactant: C[O:2][CH:3](OC)[CH2:4][N:5]1[C:13]2[C:8](=[CH:9][C:10]([O:14][C:15]3[CH:22]=[CH:21][C:20]([F:23])=[CH:19][C:16]=3[C:17]#[N:18])=[CH:11][CH:12]=2)[CH:7]=[N:6]1.I[Si](C)(C)C.C([O-])(O)=O.[Na+]. Product: [F:23][C:20]1[CH:21]=[CH:22][C:15]([O:14][C:10]2[CH:9]=[C:8]3[C:13](=[CH:12][CH:11]=2)[N:5]([CH2:4][CH:3]=[O:2])[N:6]=[CH:7]3)=[C:16]([CH:19]=1)[C:17]#[N:18]. The catalyst class is: 4.